This data is from Catalyst prediction with 721,799 reactions and 888 catalyst types from USPTO. The task is: Predict which catalyst facilitates the given reaction. (1) Reactant: [I:1][C:2]1[N:3]=[C:4]([C@@H:7]2[CH2:11][C@H:10]([CH3:12])[CH2:9][N:8]2C(OC(C)(C)C)=O)[NH:5][CH:6]=1.Cl. Product: [I:1][C:2]1[N:3]=[C:4]([C@@H:7]2[CH2:11][C@H:10]([CH3:12])[CH2:9][NH:8]2)[NH:5][CH:6]=1. The catalyst class is: 71. (2) Reactant: [C:1]([NH:4][CH2:5][CH2:6][CH:7]1[C:15]2[C:10](=[CH:11][CH:12]=[C:13]([NH:17][C:18](=[O:28])[CH2:19][O:20][CH2:21][C:22]3[CH:27]=[CH:26][CH:25]=[CH:24][CH:23]=3)[C:14]=2O)[CH2:9][CH2:8]1)(=[O:3])[CH3:2].C1(C)C=CC(S([O-])(=O)=O)=CC=1.[NH+]1C=CC=CC=1. Product: [CH2:21]([O:20][CH2:19][C:18]1[O:28][C:14]2[C:15]3[CH:7]([CH2:6][CH2:5][NH:4][C:1](=[O:3])[CH3:2])[CH2:8][CH2:9][C:10]=3[CH:11]=[CH:12][C:13]=2[N:17]=1)[C:22]1[CH:27]=[CH:26][CH:25]=[CH:24][CH:23]=1. The catalyst class is: 113. (3) Reactant: [Br:1][C:2]1[CH:7]=[C:6]([F:8])[C:5]([N+:9]([O-:11])=[O:10])=[CH:4][C:3]=1[CH2:12][C:13]([OH:15])=O.[CH3:16]N1C=CN=C1.O. Product: [Br:1][C:2]1[CH:7]=[C:6]([F:8])[C:5]([N+:9]([O-:11])=[O:10])=[CH:4][C:3]=1[CH2:12][C:13](=[O:15])[CH3:16]. The catalyst class is: 152. (4) Reactant: [F:1][C:2]1[CH:3]=[C:4]([C:10](=[O:13])[CH2:11][CH3:12])[CH:5]=[CH:6][C:7]=1[O:8]C.C([O-])([O-])=O.[Na+].[Na+]. Product: [F:1][C:2]1[CH:3]=[C:4]([C:10](=[O:13])[CH2:11][CH3:12])[CH:5]=[CH:6][C:7]=1[OH:8]. The catalyst class is: 201. (5) Reactant: [C:1]([O:5][C:6](=[O:13])[NH:7][C:8]1[S:9][CH:10]=[CH:11][N:12]=1)([CH3:4])([CH3:3])[CH3:2].[CH3:14][CH:15](O)[C:16]#[CH:17].C1(P(C2C=CC=CC=2)C2C=CC=CC=2)C=CC=CC=1.CCOC(/N=N/C(OCC)=O)=O. Product: [C:1]([O:5][C:6](=[O:13])[N:7]([CH:16]([CH3:17])[C:15]#[CH:14])[C:8]1[S:9][CH:10]=[CH:11][N:12]=1)([CH3:4])([CH3:2])[CH3:3]. The catalyst class is: 1. (6) Reactant: [F:1][C:2]([F:43])([F:42])[C:3]1[CH:4]=[C:5]([C@H:13]([N:15]([CH3:41])[C:16]([N:18]2[CH2:32][CH2:31][C@:21]3([NH:25][C@@:24]([CH3:30])([C:26](OC)=[O:27])[CH2:23][CH2:22]3)[CH2:20][C@@H:19]2[C:33]2[CH:38]=[CH:37][C:36]([F:39])=[CH:35][C:34]=2[CH3:40])=[O:17])[CH3:14])[CH:6]=[C:7]([C:9]([F:12])([F:11])[F:10])[CH:8]=1.[BH4-].[Li+]. Product: [F:43][C:2]([F:1])([F:42])[C:3]1[CH:4]=[C:5]([C@H:13]([N:15]([CH3:41])[C:16]([N:18]2[CH2:32][CH2:31][C@:21]3([NH:25][C@:24]([CH2:26][OH:27])([CH3:30])[CH2:23][CH2:22]3)[CH2:20][C@@H:19]2[C:33]2[CH:38]=[CH:37][C:36]([F:39])=[CH:35][C:34]=2[CH3:40])=[O:17])[CH3:14])[CH:6]=[C:7]([C:9]([F:12])([F:10])[F:11])[CH:8]=1. The catalyst class is: 7. (7) Reactant: [CH2:1]([O:4][C@H:5]1[C:13]2[C:8](=[CH:9][C:10]([O:14][CH3:15])=[CH:11][CH:12]=2)[C@@H:7]([NH:16][CH2:17][C@@H:18]([OH:44])[C@@H:19]([NH:27][C:28](=[O:43])[C@@H:29]([N:33]2[CH2:37][CH2:36][C@H:35]([CH2:38][CH:39]([CH3:41])[CH3:40])[C:34]2=[O:42])[CH2:30][CH:31]=[CH2:32])[CH2:20][C:21]2[CH:26]=[CH:25][CH:24]=[CH:23][CH:22]=2)[CH2:6]1)C=C. Product: [CH2:20]([C@@H:19]1[NH:27][C:28](=[O:43])[C@@H:29]([N:33]2[CH2:37][CH2:36][C@H:35]([CH2:38][CH:39]([CH3:40])[CH3:41])[C:34]2=[O:42])[CH2:30][CH:31]=[CH:32][CH2:1][O:4][C@@H:5]2[CH2:6][C@@H:7]([C:8]3[CH:9]=[C:10]([O:14][CH3:15])[CH:11]=[CH:12][C:13]=32)[NH:16][CH2:17][C@H:18]1[OH:44])[C:21]1[CH:26]=[CH:25][CH:24]=[CH:23][CH:22]=1. The catalyst class is: 2. (8) Reactant: [Cl:1][C:2]1[C:7](Cl)=[CH:6][C:5]([NH2:9])=[C:4]([N+:10]([O-:12])=[O:11])[CH:3]=1.CN(C=O)C.C([O-])([O-])=O.[K+].[K+].[C:24]1([CH2:30][SH:31])[CH:29]=[CH:28][CH:27]=[CH:26][CH:25]=1. Product: [CH2:30]([S:31][C:7]1[C:2]([Cl:1])=[CH:3][C:4]([N+:10]([O-:12])=[O:11])=[C:5]([NH2:9])[CH:6]=1)[C:24]1[CH:29]=[CH:28][CH:27]=[CH:26][CH:25]=1. The catalyst class is: 25. (9) Reactant: [C:1]1([C:11](Cl)=[O:12])[C:10]2[C:5](=[CH:6][CH:7]=[CH:8][CH:9]=2)[CH:4]=[CH:3][CH:2]=1.[Cl-].[NH4+:15]. The catalyst class is: 28. Product: [C:1]1([C:11]([C:6]2[C:5]3[C:4](=[CH:3][CH:2]=[CH:1][CH:10]=3)[NH:15][CH:7]=2)=[O:12])[C:10]2[C:5](=[CH:6][CH:7]=[CH:8][CH:9]=2)[CH:4]=[CH:3][CH:2]=1. (10) Reactant: [Cl:1][C:2]1[CH:3]=[C:4]2[C:9](=[CH:10][C:11]=1[OH:12])[O:8][CH:7]=[C:6]([C:13]1[CH:18]=[CH:17][C:16]([OH:19])=[CH:15][CH:14]=1)[C:5]2=[O:20].[C:21](OC(=O)C)(=[O:23])[CH3:22].[CH3:28][C:29](CC(O)=O)=[O:30]. Product: [Cl:1][C:2]1[CH:3]=[C:4]2[C:9](=[CH:10][C:11]=1[O:12][C:21](=[O:23])[CH3:22])[O:8][CH:7]=[C:6]([C:13]1[CH:18]=[CH:17][C:16]([O:19][C:29](=[O:30])[CH3:28])=[CH:15][CH:14]=1)[C:5]2=[O:20]. The catalyst class is: 17.